From a dataset of Full USPTO retrosynthesis dataset with 1.9M reactions from patents (1976-2016). Predict the reactants needed to synthesize the given product. (1) Given the product [F:13][C:14]1[CH:15]=[CH:16][C:17]([CH:18]([C:19]2[CH:24]=[CH:23][C:22]([F:25])=[CH:21][CH:20]=2)[CH:10]2[C:9](=[O:12])[CH2:8][CH2:7][N:6]([C:4]([O:3][CH2:1][CH3:2])=[O:5])[CH2:11]2)=[CH:27][CH:28]=1, predict the reactants needed to synthesize it. The reactants are: [CH2:1]([O:3][C:4]([N:6]1[CH2:11][CH2:10][C:9](=[O:12])[CH2:8][CH2:7]1)=[O:5])[CH3:2].[F:13][C:14]1[CH:28]=[CH:27][C:17]([CH:18](O)[C:19]2[CH:24]=[CH:23][C:22]([F:25])=[CH:21][CH:20]=2)=[CH:16][CH:15]=1. (2) Given the product [C:36]([Si:30]1([C:32]([CH3:35])([CH3:34])[CH3:33])[O:29][C@@H:28]([CH2:40][C:41]([O:43][C:44]([CH3:46])([CH3:45])[CH3:47])=[O:42])[CH2:27][C@@H:26]([CH2:25][CH2:24][N:23]2[C:11]([CH:12]([CH3:14])[CH3:13])=[CH:10][C:9]([C:16]3[CH:21]=[CH:20][CH:19]=[CH:18][CH:17]=3)=[C:8]2[C:5]2[CH:6]=[CH:7][C:2]([F:1])=[CH:3][CH:4]=2)[O:31]1)([CH3:38])([CH3:37])[CH3:39], predict the reactants needed to synthesize it. The reactants are: [F:1][C:2]1[CH:7]=[CH:6][C:5]([C:8](=O)[CH:9]([C:16]2[CH:21]=[CH:20][CH:19]=[CH:18][CH:17]=2)[CH2:10][C:11](=O)[CH:12]([CH3:14])[CH3:13])=[CH:4][CH:3]=1.[NH2:23][CH2:24][CH2:25][C@H:26]1[O:31][Si:30]([C:36]([CH3:39])([CH3:38])[CH3:37])([C:32]([CH3:35])([CH3:34])[CH3:33])[O:29][C@@H:28]([CH2:40][C:41]([O:43][C:44]([CH3:47])([CH3:46])[CH3:45])=[O:42])[CH2:27]1. (3) Given the product [C:15]1([C:18]2[CH:19]=[CH:20][CH:21]=[CH:22][CH:23]=2)[CH:14]=[CH:13][C:12]([CH2:11][C@H:9]2[NH:8][C:7](=[O:30])[C@:6]([CH3:31])([C:4]([OH:5])=[O:3])[CH2:10]2)=[CH:17][CH:16]=1.[C:15]1([C:18]2[CH:19]=[CH:20][CH:21]=[CH:22][CH:23]=2)[CH:14]=[CH:13][C:12]([CH2:11][C@H:9]2[NH:8][C:7](=[O:30])[C@@:6]([CH3:31])([C:4]([OH:5])=[O:3])[CH2:10]2)=[CH:17][CH:16]=1, predict the reactants needed to synthesize it. The reactants are: C([O:3][C:4]([C@:6]1([CH3:31])[CH2:10][C@@H:9]([CH2:11][C:12]2[CH:17]=[CH:16][C:15]([C:18]3[CH:23]=[CH:22][CH:21]=[CH:20][CH:19]=3)=[CH:14][CH:13]=2)[N:8](C(=O)C(C)(C)C)[C:7]1=[O:30])=[O:5])C.[OH-].[Na+]. (4) Given the product [C:33]([O:32][C:31]([NH:30][C:26]1([C:23]2[CH:24]=[CH:25][C:20]([C:19]3[N:5]4[C:6]5[CH:18]=[CH:17][CH:16]=[N:15][C:7]=5[NH:8][C:9]5[CH:14]=[CH:13][CH:12]=[CH:11][C:10]=5[C:4]4=[N:3][C:2]=3[C:47]3[CH:46]=[CH:45][C:40]([C:41]([O:43][CH3:44])=[O:42])=[C:39]([OH:38])[CH:48]=3)=[CH:21][CH:22]=2)[CH2:29][CH2:28][CH2:27]1)=[O:37])([CH3:35])([CH3:34])[CH3:36], predict the reactants needed to synthesize it. The reactants are: Cl[C:2]1[N:3]=[C:4]2[C:10]3[CH:11]=[CH:12][CH:13]=[CH:14][C:9]=3[NH:8][C:7]3[N:15]=[CH:16][CH:17]=[CH:18][C:6]=3[N:5]2[C:19]=1[C:20]1[CH:25]=[CH:24][C:23]([C:26]2([NH:30][C:31](=[O:37])[O:32][C:33]([CH3:36])([CH3:35])[CH3:34])[CH2:29][CH2:28][CH2:27]2)=[CH:22][CH:21]=1.[OH:38][C:39]1[CH:48]=[C:47](B2OC(C)(C)C(C)(C)O2)[CH:46]=[CH:45][C:40]=1[C:41]([O:43][CH3:44])=[O:42].C([O-])([O-])=O.[Na+].[Na+].C(=O)([O-])[O-].[K+].[K+].IC. (5) Given the product [ClH:31].[ClH:1].[NH:9]1[CH2:10][CH:11]=[C:12]([C:15]2[CH:16]=[CH:17][C:18]([CH2:21][C@@H:22]([C:34]([O:36][CH3:37])=[O:35])[NH:23][C:24](=[O:33])[C:25]3[C:30]([Cl:31])=[CH:29][CH:28]=[CH:27][C:26]=3[Cl:32])=[N:19][CH:20]=2)[CH2:13][CH2:14]1, predict the reactants needed to synthesize it. The reactants are: [ClH:1].C(OC([N:9]1[CH2:14][CH:13]=[C:12]([C:15]2[CH:16]=[CH:17][C:18]([CH2:21][C@@H:22]([C:34]([O:36][CH3:37])=[O:35])[NH:23][C:24](=[O:33])[C:25]3[C:30]([Cl:31])=[CH:29][CH:28]=[CH:27][C:26]=3[Cl:32])=[N:19][CH:20]=2)[CH2:11][CH2:10]1)=O)(C)(C)C. (6) Given the product [C:1]1([CH2:7][CH2:8][CH2:9][C:10]#[C:11][C:12]2[CH:13]=[C:14]([CH2:17][CH2:18][OH:32])[S:15][CH:16]=2)[CH:6]=[CH:5][CH:4]=[CH:3][CH:2]=1, predict the reactants needed to synthesize it. The reactants are: [C:1]1([CH2:7][CH2:8][CH2:9][C:10]#[C:11][C:12]2[CH:13]=[C:14]([CH2:17][C:18]#N)[S:15][CH:16]=2)[CH:6]=[CH:5][CH:4]=[CH:3][CH:2]=1.[OH-].[K+].Cl.C(N(CC)CC)C.ClC(OCC)=[O:32].[BH4-].[Na+].